This data is from Full USPTO retrosynthesis dataset with 1.9M reactions from patents (1976-2016). The task is: Predict the reactants needed to synthesize the given product. The reactants are: [Cl:1][C:2]1[C:12]2[O:11][CH2:10][CH2:9][N:8]([CH3:13])[C:7](=[O:14])[C:6]=2[CH:5]=[CH:4][C:3]=1[O:15][C:16]1[CH:17]=[C:18]([CH:29]=[C:30]([O:32][C@@H:33]([CH3:37])[CH2:34][O:35]C)[CH:31]=1)[C:19]([NH:21][C:22]1[CH:26]=[CH:25][N:24]([CH2:27][CH3:28])[N:23]=1)=[O:20].C[Si](I)(C)C.S([O-])([O-])(=O)=S.[Na+].[Na+]. Given the product [Cl:1][C:2]1[C:12]2[O:11][CH2:10][CH2:9][N:8]([CH3:13])[C:7](=[O:14])[C:6]=2[CH:5]=[CH:4][C:3]=1[O:15][C:16]1[CH:17]=[C:18]([CH:29]=[C:30]([O:32][C@@H:33]([CH3:37])[CH2:34][OH:35])[CH:31]=1)[C:19]([NH:21][C:22]1[CH:26]=[CH:25][N:24]([CH2:27][CH3:28])[N:23]=1)=[O:20], predict the reactants needed to synthesize it.